Dataset: Forward reaction prediction with 1.9M reactions from USPTO patents (1976-2016). Task: Predict the product of the given reaction. (1) Given the reactants C(=[N:8][CH2:9][C@@H:10]1[O:14][C:13](=[O:15])[N:12]([C:16]2[CH:21]=[CH:20][C:19]([N:22]3[CH2:27][CH2:26][O:25][CH2:24][C:23]3=[O:28])=[CH:18][CH:17]=2)[CH2:11]1)C1C=CC=CC=1.O.Cl.[Cl:31][C:32]1[S:36][C:35]([C:37](Cl)=[O:38])=[CH:34][CH:33]=1, predict the reaction product. The product is: [CH:20]1[C:19]([N:22]2[C:23](=[O:28])[CH2:24][O:25][CH2:26][CH2:27]2)=[CH:18][CH:17]=[C:16]([N:12]2[C:13](=[O:15])[O:14][C@@H:10]([CH2:9][NH:8][C:37]([C:35]3[S:36][C:32]([Cl:31])=[CH:33][CH:34]=3)=[O:38])[CH2:11]2)[CH:21]=1. (2) Given the reactants [NH:1]([C:3]1[CH:8]=[C:7]([C:9]#[N:10])[CH:6]=[CH:5][N:4]=1)[NH2:2].[Cl:11][C:12]1[CH:17]=[CH:16][C:15]([C:18]2([C:21](=O)[CH2:22][C:23](OC)=[O:24])[CH2:20][CH2:19]2)=[CH:14][CH:13]=1, predict the reaction product. The product is: [Cl:11][C:12]1[CH:13]=[CH:14][C:15]([C:18]2([C:21]3[CH:22]=[C:23]([OH:24])[N:1]([C:3]4[CH:8]=[C:7]([C:9]#[N:10])[CH:6]=[CH:5][N:4]=4)[N:2]=3)[CH2:19][CH2:20]2)=[CH:16][CH:17]=1. (3) Given the reactants [C:1]([N:4]1[C@@H:10]([CH3:11])[C@H:9]([NH:12][C:13](=[O:25])[C@@H:14]([N:16](C)[C:17](=O)OC(C)(C)C)[CH3:15])[C:8](=[O:26])[N:7]([CH2:27][C:28]2[C:37]3[C:32](=[CH:33][CH:34]=[CH:35][CH:36]=3)[CH:31]=[CH:30][C:29]=2[CH3:38])[C:6]2[CH:39]=[CH:40][C:41]([C:43]#[N:44])=[CH:42][C:5]1=2)(=[O:3])[CH3:2].[ClH:45], predict the reaction product. The product is: [ClH:45].[C:1]([N:4]1[C@@H:10]([CH3:11])[C@H:9]([NH:12][C:13](=[O:25])[C@@H:14]([NH:16][CH3:17])[CH3:15])[C:8](=[O:26])[N:7]([CH2:27][C:28]2[C:37]3[C:32](=[CH:33][CH:34]=[CH:35][CH:36]=3)[CH:31]=[CH:30][C:29]=2[CH3:38])[C:6]2[CH:39]=[CH:40][C:41]([C:43]#[N:44])=[CH:42][C:5]1=2)(=[O:3])[CH3:2]. (4) The product is: [CH2:34]([NH:41][C:16]1[CH2:15][N:14]2[CH:30]=[C:10]([C:8]([NH:7][CH2:6][C:5]3[CH:4]=[CH:3][C:2]([Cl:1])=[CH:33][CH:32]=3)=[O:9])[C:11](=[O:31])[C:12]3[C:13]2=[C:18]([CH:19]=[C:20]([CH2:22][N:23]2[CH2:24][CH2:25][O:26][CH2:27][CH2:28]2)[CH:21]=3)[N:17]=1)[C:35]1[CH:40]=[CH:39][CH:38]=[CH:37][CH:36]=1. Given the reactants [Cl:1][C:2]1[CH:33]=[CH:32][C:5]([CH2:6][NH:7][C:8]([C:10]2[C:11](=[O:31])[C:12]3[C:13]4[N:14]([CH:30]=2)[CH2:15][C:16](=O)[NH:17][C:18]=4[CH:19]=[C:20]([CH2:22][N:23]2[CH2:28][CH2:27][O:26][CH2:25][CH2:24]2)[CH:21]=3)=[O:9])=[CH:4][CH:3]=1.[CH2:34]([NH2:41])[C:35]1[CH:40]=[CH:39][CH:38]=[CH:37][CH:36]=1, predict the reaction product. (5) Given the reactants [C:1]1([C:3](=[CH:5][CH:6]=[CH:7][CH:8]=1)[OH:4])[OH:2].C[O-].[Na+].[CH3:12][O:13][C:14](=[O:18])[CH:15](Cl)Cl, predict the reaction product. The product is: [O:2]1[C:1]2[CH:8]=[CH:7][CH:6]=[CH:5][C:3]=2[O:4][CH:15]1[C:14]([O:13][CH3:12])=[O:18]. (6) Given the reactants [C:1]([C:3]1[CH:8]=[CH:7][C:6]([C:9]2[CH:10]=[N:11][N:12]3[CH:17]=[CH:16][C:15]([C:18]4[CH:26]=[CH:25][C:21]([C:22]([OH:24])=O)=[CH:20][CH:19]=4)=[N:14][C:13]=23)=[CH:5][CH:4]=1)#[N:2].CN1CCOCC1.CN(C(ON1N=NC2C=CC=NC1=2)=[N+](C)C)C.F[P-](F)(F)(F)(F)F.[N:58]1([C:64]([O:66][C:67]([CH3:70])([CH3:69])[CH3:68])=[O:65])[CH2:63][CH2:62][NH:61][CH2:60][CH2:59]1, predict the reaction product. The product is: [C:1]([C:3]1[CH:4]=[CH:5][C:6]([C:9]2[CH:10]=[N:11][N:12]3[CH:17]=[CH:16][C:15]([C:18]4[CH:19]=[CH:20][C:21]([C:22]([N:61]5[CH2:60][CH2:59][N:58]([C:64]([O:66][C:67]([CH3:70])([CH3:69])[CH3:68])=[O:65])[CH2:63][CH2:62]5)=[O:24])=[CH:25][CH:26]=4)=[N:14][C:13]=23)=[CH:7][CH:8]=1)#[N:2]. (7) The product is: [CH:64]1([C@@H:45]([C:42]2[CH:43]=[CH:44][C:39]([C:68]3[CH:69]=[N:70][C:71]([CH3:74])=[N:72][CH:73]=3)=[CH:40][CH:41]=2)[N:46]2[CH2:51][CH2:50][C@:49]([CH2:58][C:59]([OH:62])([CH3:61])[CH3:60])([C:52]3[CH:57]=[CH:56][CH:55]=[CH:54][CH:53]=3)[O:48][C:47]2=[O:63])[CH2:66][CH2:65]1. Given the reactants C1([C@@H](C2C=CC(B3OC(C)(C)C(C)(C)O3)=CC=2)N2CC[C@](CC(O)(C)C)(C3C=CC=CC=3)OC2=O)CC1.Br[C:39]1[CH:44]=[CH:43][C:42]([C@H:45]([CH:64]2[CH2:66][CH2:65]2)[N:46]2[CH2:51][CH2:50][C@:49]([CH2:58][C:59]([OH:62])([CH3:61])[CH3:60])([C:52]3[CH:57]=[CH:56][CH:55]=[CH:54][CH:53]=3)[O:48][C:47]2=[O:63])=[CH:41][CH:40]=1.Br[C:68]1[CH:69]=[N:70][C:71]([CH3:74])=[N:72][CH:73]=1, predict the reaction product. (8) The product is: [CH3:34][C:32]([CH3:33])=[CH:31][CH2:30][CH2:29]/[C:28](/[CH3:35])=[CH:27]/[CH:26]=[CH:25]/[C:3](/[CH3:2])=[CH:4]/[CH:5]=[CH:45]/[C:44](/[CH3:47])=[CH:43]/[CH:42]=[CH:41]/[CH:40]=[C:37](\[CH3:36])/[CH:38]=[CH:5]/[CH:4]=[C:3](\[CH3:2])/[CH:25]=[CH:26]/[CH:27]=[C:28](\[CH3:35])/[CH2:29][CH2:30][CH:31]=[C:32]([CH3:34])[CH3:33]. Given the reactants [Cl-].[CH3:2][C:3]([CH:25]=[CH:26][CH:27]=[C:28]([CH3:35])[CH2:29][CH2:30][CH:31]=[C:32]([CH3:34])[CH3:33])=[CH:4][CH2:5][P+](C1C=CC=CC=1)(C1C=CC=CC=1)C1C=CC=CC=1.[CH3:36][C:37](=[CH:40][CH:41]=[CH:42][CH:43]=[C:44]([CH3:47])[CH:45]=O)[CH:38]=O.CO.C(=O)([O-])[O-].[K+].[K+], predict the reaction product. (9) Given the reactants Cl.[C:2]1([CH:8]2[CH2:13][CH2:12][NH:11][CH2:10][CH2:9]2)[CH:7]=[CH:6][CH:5]=[CH:4][CH:3]=1.[CH:14]([C:16]1[CH:31]=[CH:30][C:19]([O:20][C:21]2[CH:29]=[CH:28][C:24]([C:25]([NH2:27])=[O:26])=[CH:23][N:22]=2)=[CH:18][CH:17]=1)=O.C(O[BH-](OC(=O)C)OC(=O)C)(=O)C.[Na+].C(O)(=O)C, predict the reaction product. The product is: [C:2]1([CH:8]2[CH2:9][CH2:10][N:11]([CH2:14][C:16]3[CH:31]=[CH:30][C:19]([O:20][C:21]4[CH:29]=[CH:28][C:24]([C:25]([NH2:27])=[O:26])=[CH:23][N:22]=4)=[CH:18][CH:17]=3)[CH2:12][CH2:13]2)[CH:7]=[CH:6][CH:5]=[CH:4][CH:3]=1.